Predict the reactants needed to synthesize the given product. From a dataset of Retrosynthesis with 50K atom-mapped reactions and 10 reaction types from USPTO. (1) Given the product CCC1=[SH]C(=N)N(Cc2ccc(-c3ccccc3-c3nnn[nH]3)cc2)N1, predict the reactants needed to synthesize it. The reactants are: CCC1=[SH]C(=N)N(Cc2ccc(-c3ccccc3C#N)cc2)N1.[N-]=[N+]=[N-]. (2) Given the product CC1(C)CC(C)(C)c2cc(CO)ccc2O1, predict the reactants needed to synthesize it. The reactants are: CC1(C)CC(C)(C)c2cc(C(=O)O)ccc2O1. (3) Given the product CC1CC(O[Si](C)(C)C(C)(C)C)CC(c2ccncc2N)C1, predict the reactants needed to synthesize it. The reactants are: CC1CC(c2ccncc2N)=CC(O[Si](C)(C)C(C)(C)C)C1. (4) Given the product CC(CC1(c2ccccc2)C=CCC=C1)N(C)C, predict the reactants needed to synthesize it. The reactants are: CC(=O)CC1(c2ccccc2)C=CCC=C1.CNC. (5) Given the product C[C@H]1OC[C@]2(c3cc(N)ccc3F)N=C(NC(=O)OC(C)(C)C)N(C)C(=O)[C@H]12, predict the reactants needed to synthesize it. The reactants are: C[C@H]1OC[C@]2(c3cc([N+](=O)[O-])ccc3F)N=C(NC(=O)OC(C)(C)C)N(C)C(=O)[C@H]12.